From a dataset of Forward reaction prediction with 1.9M reactions from USPTO patents (1976-2016). Predict the product of the given reaction. Given the reactants [Cl:1][C:2]1[CH:10]=[C:6]([C:7]([OH:9])=O)[C:5]([OH:11])=[CH:4][CH:3]=1.[F:12][C:13]1[C:19]([C:20]([F:23])([F:22])[F:21])=[CH:18][CH:17]=[CH:16][C:14]=1[NH2:15], predict the reaction product. The product is: [Cl:1][C:2]1[CH:3]=[CH:4][C:5]([OH:11])=[C:6]([CH:10]=1)[C:7]([NH:15][C:14]1[CH:16]=[CH:17][CH:18]=[C:19]([C:20]([F:21])([F:22])[F:23])[C:13]=1[F:12])=[O:9].